From a dataset of Full USPTO retrosynthesis dataset with 1.9M reactions from patents (1976-2016). Predict the reactants needed to synthesize the given product. (1) Given the product [CH3:21][C:20]([O:19][C@@H:8]1[C:9]2[CH:10]=[CH:11][CH:12]=[CH:13][C:14]=2[N:15]([C:16]([NH2:18])=[O:17])[C:4]2[CH:3]=[CH:2][CH:1]=[CH:6][C:5]=2[CH2:7]1)=[O:22], predict the reactants needed to synthesize it. The reactants are: [CH:1]1[CH:2]=[CH:3][C:4]2[N:15]([C:16]([NH2:18])=[O:17])[C:14]3[CH:13]=[CH:12][CH:11]=[CH:10][C:9]=3[C@@H:8]([OH:19])[CH2:7][C:5]=2[CH:6]=1.[C:20](OC(=O)C)(=[O:22])[CH3:21].O. (2) Given the product [NH2:27][C:21]1([CH2:20][C:19]2[CH:18]=[CH:17][C:16]([Cl:15])=[CH:29][CH:28]=2)[CH2:22][CH2:23][N:24]([C:2]2[CH:11]=[C:10]3[C:5]([C:6](=[O:12])[NH:7][C:8]([CH3:30])=[N:9]3)=[CH:4][CH:3]=2)[CH2:25][CH2:26]1, predict the reactants needed to synthesize it. The reactants are: F[C:2]1[CH:11]=[C:10]2[C:5]([C:6](=[O:12])[NH:7][CH:8]=[N:9]2)=[CH:4][CH:3]=1.Cl.Cl.[Cl:15][C:16]1[CH:29]=[CH:28][C:19]([CH2:20][C:21]2([NH2:27])[CH2:26][CH2:25][NH:24][CH2:23][CH2:22]2)=[CH:18][CH:17]=1.[CH2:30](N(CC)CC)C.